Dataset: Reaction yield outcomes from USPTO patents with 853,638 reactions. Task: Predict the reaction yield, written as a fraction of the theoretical maximum amount of product (1.0 means a 100% yield; for example, 0.34 means a 34% yield). (1) The reactants are [CH:1]([N:4]1[C:8]([C:9]2[N:18]=[C:17]3[N:11]([CH2:12][CH2:13][O:14][C:15]4[CH:22]=[C:21](O)[N:20]=[CH:19][C:16]=43)[CH:10]=2)=[N:7][CH:6]=[N:5]1)([CH3:3])[CH3:2].[CH2:24]1[C@@H:28]([C:29]([NH2:31])=[O:30])[NH:27][CH2:26][C@H:25]1[F:32].Cl.CCN(C(C)C)C(C)C. No catalyst specified. The product is [F:32][C@@H:25]1[CH2:26][N:27]([C:21]2[N:20]=[CH:19][C:16]3[C:17]4[N:11]([CH:10]=[C:9]([C:8]5[N:4]([CH:1]([CH3:2])[CH3:3])[N:5]=[CH:6][N:7]=5)[N:18]=4)[CH2:12][CH2:13][O:14][C:15]=3[CH:22]=2)[C@H:28]([C:29]([NH2:31])=[O:30])[CH2:24]1. The yield is 0.220. (2) The reactants are Cl.[CH2:2]([N:9]1[CH2:14][CH2:13][C@@H:12]([CH:15]2[CH2:17][CH2:16]2)[C@H:11]([NH:18]P(=O)(OCC)OCC)[CH2:10]1)[C:3]1[CH:8]=[CH:7][CH:6]=[CH:5][CH:4]=1.[CH3:27][C:28]([O:31][C:32](O[C:32]([O:31][C:28]([CH3:30])([CH3:29])[CH3:27])=[O:33])=[O:33])([CH3:30])[CH3:29].C(OCC)(=O)C. The catalyst is O1CCOCC1.C1COCC1.[OH-].[Na+]. The product is [CH2:2]([N:9]1[CH2:14][CH2:13][C@@H:12]([CH:15]2[CH2:16][CH2:17]2)[C@H:11]([NH:18][C:32](=[O:33])[O:31][C:28]([CH3:30])([CH3:29])[CH3:27])[CH2:10]1)[C:3]1[CH:4]=[CH:5][CH:6]=[CH:7][CH:8]=1. The yield is 0.810. (3) The reactants are Cl[C:2]1[CH:7]=[CH:6][C:5]([N+:8]([O-:10])=[O:9])=[CH:4][N:3]=1.[CH3:11][O:12][CH2:13][CH2:14][NH:15][CH3:16]. The catalyst is O. The product is [CH3:11][O:12][CH2:13][CH2:14][N:15]([CH3:16])[C:2]1[CH:7]=[CH:6][C:5]([N+:8]([O-:10])=[O:9])=[CH:4][N:3]=1. The yield is 0.830. (4) The reactants are C([O:8][N:9]([CH2:22][CH3:23])[C:10]([NH:12][C:13]([C:16]1[CH:21]=[CH:20][CH:19]=[CH:18][N:17]=1)([CH3:15])[CH3:14])=[O:11])C1C=CC=CC=1.[H][H]. The catalyst is CO.[C].[Pd]. The product is [CH2:22]([N:9]([OH:8])[C:10]([NH:12][C:13]([C:16]1[CH:21]=[CH:20][CH:19]=[CH:18][N:17]=1)([CH3:15])[CH3:14])=[O:11])[CH3:23]. The yield is 0.970. (5) The reactants are [O:1]=[C:2]1[N:7]([CH2:8][C:9]2[CH:14]=[CH:13][CH:12]=[CH:11][CH:10]=2)[CH2:6][C:5](=[O:15])[N:4]([CH2:16][C:17]2[CH:22]=[CH:21][CH:20]=[CH:19][CH:18]=2)[CH:3]1[C:23]1([OH:34])[CH2:26][N:25](C(OC(C)(C)C)=O)[CH2:24]1.Cl.O1CCOCC1. The catalyst is CO. The product is [OH:34][C:23]1([CH:3]2[N:4]([CH2:16][C:17]3[CH:22]=[CH:21][CH:20]=[CH:19][CH:18]=3)[C:5](=[O:15])[CH2:6][N:7]([CH2:8][C:9]3[CH:14]=[CH:13][CH:12]=[CH:11][CH:10]=3)[C:2]2=[O:1])[CH2:26][NH:25][CH2:24]1. The yield is 0.610. (6) The reactants are [F:1][C:2]1[CH:3]=[C:4]([C:8]2[S:9][C:10]([N:13]([CH3:21])[C:14]([NH:16][CH2:17][CH2:18][S:19][CH3:20])=[O:15])=[CH:11][N:12]=2)[CH:5]=[N:6][CH:7]=1.[H-].[Na+].I[CH3:25]. The catalyst is CN(C=O)C. The product is [F:1][C:2]1[CH:3]=[C:4]([C:8]2[S:9][C:10]([N:13]([CH3:21])[C:14]([N:16]([CH3:25])[CH2:17][CH2:18][S:19][CH3:20])=[O:15])=[CH:11][N:12]=2)[CH:5]=[N:6][CH:7]=1. The yield is 0.610. (7) The catalyst is O1CCOCC1. The reactants are [F:1][C:2]1([F:33])[O:6][C:5]2[CH:7]=[CH:8][C:9]([C:11]3([C:14]([NH:16][C:17]4[N:22]=[C:21]([C:23]5[CH:24]=[N:25][C:26]([O:30]C)=[C:27]([CH3:29])[CH:28]=5)[CH:20]=[C:19]([CH3:32])[CH:18]=4)=[O:15])[CH2:13][CH2:12]3)=[CH:10][C:4]=2[O:3]1.Cl. The yield is 0.460. The product is [F:33][C:2]1([F:1])[O:6][C:5]2[CH:7]=[CH:8][C:9]([C:11]3([C:14]([NH:16][C:17]4[CH:18]=[C:19]([CH3:32])[CH:20]=[C:21]([C:23]5[CH:28]=[C:27]([CH3:29])[C:26](=[O:30])[NH:25][CH:24]=5)[N:22]=4)=[O:15])[CH2:13][CH2:12]3)=[CH:10][C:4]=2[O:3]1.